From a dataset of Full USPTO retrosynthesis dataset with 1.9M reactions from patents (1976-2016). Predict the reactants needed to synthesize the given product. Given the product [C:18]([O:21][CH2:22][C:23]1[C:24]([N:32]2[CH2:43][CH2:42][N:41]3[C:34](=[CH:35][C:36]4[CH2:37][C:38]([CH3:45])([CH3:44])[CH2:39][C:40]=43)[C:33]2=[O:46])=[N:25][CH:26]=[CH:27][C:28]=1[C:13]1[N:14]=[C:9]([NH:8][C:4]2[CH:5]=[CH:6][CH:7]=[C:2]([NH2:1])[CH:3]=2)[C:10](=[O:17])[N:11]([CH3:16])[CH:12]=1)(=[O:20])[CH3:19], predict the reactants needed to synthesize it. The reactants are: [NH2:1][C:2]1[CH:3]=[C:4]([NH:8][C:9]2[C:10](=[O:17])[N:11]([CH3:16])[CH:12]=[C:13](Br)[N:14]=2)[CH:5]=[CH:6][CH:7]=1.[C:18]([O:21][CH2:22][C:23]1[C:24]([N:32]2[CH2:43][CH2:42][N:41]3[C:34](=[CH:35][C:36]4[CH2:37][C:38]([CH3:45])([CH3:44])[CH2:39][C:40]=43)[C:33]2=[O:46])=[N:25][CH:26]=[CH:27][C:28]=1B(O)O)(=[O:20])[CH3:19].C([O-])(=O)C.[K+].[O-]P([O-])([O-])=O.[K+].[K+].[K+].